Dataset: Catalyst prediction with 721,799 reactions and 888 catalyst types from USPTO. Task: Predict which catalyst facilitates the given reaction. (1) Reactant: [Cl:1][C:2]1[CH:7]=[CH:6][C:5]([N:8]2[CH:12]=[CH:11][C:10]([C:13]([F:16])([F:15])[F:14])=[C:9]2[C:17](OC)=[O:18])=[CH:4][CH:3]=1.[Cl:21][C:22]1[CH:27]=[CH:26][C:25]([N:28]2[CH:32]=[CH:31][C:30]([C:33]([F:39])([F:38])[C:34]([F:37])([F:36])[F:35])=[C:29]2[C:40](OC)=[O:41])=[CH:24][CH:23]=1.[H-].[H-].[H-].[H-].[Li+].[Al+3]. Product: [Cl:1][C:2]1[CH:3]=[CH:4][C:5]([N:8]2[CH:12]=[CH:11][C:10]([C:13]([F:14])([F:15])[F:16])=[C:9]2[CH2:17][OH:18])=[CH:6][CH:7]=1.[Cl:21][C:22]1[CH:23]=[CH:24][C:25]([N:28]2[CH:32]=[CH:31][C:30]([C:33]([F:38])([F:39])[C:34]([F:36])([F:37])[F:35])=[C:29]2[CH2:40][OH:41])=[CH:26][CH:27]=1. The catalyst class is: 7. (2) Reactant: C(=O)([O-])[O-].[Na+].[Na+].[OH:7][C:8]1[CH:9]=[N:10][C:11]([N:14]2[CH2:19][CH2:18][N:17]([C:20]#[N:21])[CH2:16][C@H:15]2[CH3:22])=[N:12][CH:13]=1.Cl.NO.C([N:28](C(C)C)C(C)C)C.ON1C2C=CC=CC=2N=N1.[CH3:45][C:46]1([C:50]([OH:52])=O)[CH2:49][O:48][CH2:47]1.Cl.CN(C)CCCN=C=NCC. Product: [CH3:22][C@@H:15]1[CH2:16][N:17]([C:20]2[N:28]=[C:50]([C:46]3([CH3:45])[CH2:49][O:48][CH2:47]3)[O:52][N:21]=2)[CH2:18][CH2:19][N:14]1[C:11]1[N:12]=[CH:13][C:8]([OH:7])=[CH:9][N:10]=1. The catalyst class is: 39. (3) Reactant: Cl[C:2]1[C:7]([O:8][CH3:9])=[CH:6][C:5]([N+:10]([O-:12])=[O:11])=[CH:4][N:3]=1.[NH:13]1[CH2:17][CH2:16][CH2:15][CH2:14]1.C(=O)([O-])[O-].[K+].[K+].O1CCOCCOCCOCCOCCOCC1. Product: [CH3:9][O:8][C:7]1[C:2]([N:13]2[CH2:17][CH2:16][CH2:15][CH2:14]2)=[N:3][CH:4]=[C:5]([N+:10]([O-:12])=[O:11])[CH:6]=1. The catalyst class is: 10. (4) The catalyst class is: 117. Reactant: Cl[C:2]1[N:3]=[CH:4][C:5]2[CH:10]=[CH:9][N:8]([CH3:11])[C:6]=2[N:7]=1.[CH2:12]1[C:21]2[C:16](=[CH:17][CH:18]=[CH:19][CH:20]=2)[CH2:15][CH2:14][N:13]1[CH2:22][CH:23]([OH:41])[CH2:24][NH:25][C:26]1[CH:31]=[C:30](B2OC(C)(C)C(C)(C)O2)[CH:29]=[CH:28][N:27]=1.[C:42]([O-])([O-:44])=[O:43].[K+].[K+]. Product: [CH2:12]1[C:21]2[C:16](=[CH:17][CH:18]=[CH:19][CH:20]=2)[CH2:15][CH2:14][N:13]1[CH2:22][CH:23]([OH:41])[CH2:24][NH:25][C:26]1[CH:31]=[C:30]([C:2]2[N:3]=[CH:4][C:5]3[CH:10]=[CH:9][N:8]([CH3:11])[C:6]=3[N:7]=2)[CH:29]=[CH:28][N:27]=1.[CH:42]([O-:44])=[O:43].